From a dataset of Forward reaction prediction with 1.9M reactions from USPTO patents (1976-2016). Predict the product of the given reaction. (1) Given the reactants [CH2:1]([OH:5])[CH2:2][C:3]#[CH:4].[Cl:6][C:7]1[CH:35]=[CH:34][CH:33]=[C:32]([Cl:36])[C:8]=1[C:9]([NH:11][C@H:12]([C:28]([O:30][CH3:31])=[O:29])[CH2:13][C:14]1[CH:19]=[CH:18][C:17](OS(C(F)(F)F)(=O)=O)=[CH:16][CH:15]=1)=[O:10].C(N(CC)CC)C, predict the reaction product. The product is: [Cl:6][C:7]1[CH:35]=[CH:34][CH:33]=[C:32]([Cl:36])[C:8]=1[C:9]([NH:11][C@H:12]([C:28]([O:30][CH3:31])=[O:29])[CH2:13][C:14]1[CH:19]=[CH:18][C:17]([C:4]#[C:3][CH2:2][CH2:1][OH:5])=[CH:16][CH:15]=1)=[O:10]. (2) Given the reactants [NH2:1][CH2:2][C@@H:3]1[C@@H:11]([C@@:12]2([CH3:21])[CH2:17][CH2:16][C@H:15]([OH:18])[CH2:14][C@@H:13]2[CH2:19][OH:20])[CH2:10][CH2:9][C@@:8]2([CH3:22])[C@H:4]1[CH2:5][CH2:6][C@:7]2([C:24]1[CH:29]=[CH:28][CH:27]=[CH:26][CH:25]=1)[OH:23].[CH3:30][C:31](O)=[O:32], predict the reaction product. The product is: [C:31]([O:23][C@:7]1([C:24]2[CH:29]=[CH:28][CH:27]=[CH:26][CH:25]=2)[C@:8]2([CH3:22])[C@H:4]([C@H:3]([CH2:2][NH2:1])[C@@H:11]([C@@:12]3([CH3:21])[CH2:17][CH2:16][C@H:15]([OH:18])[CH2:14][C@@H:13]3[CH2:19][OH:20])[CH2:10][CH2:9]2)[CH2:5][CH2:6]1)(=[O:32])[CH3:30]. (3) Given the reactants [Br:1][C:2]1[C:3](/[CH:16]=[C:17](\[CH2:21][CH2:22][CH3:23])/[C:18]([OH:20])=[O:19])=[C:4]([O:14]C)[C:5]2[C:10]([C:11]=1[O:12]C)=[CH:9][CH:8]=[CH:7][CH:6]=2.BrC1C(=O)C2C(=CC=CC=2)C(=O)C=1/C=C(\C)/C(O)=O, predict the reaction product. The product is: [Br:1][C:2]1[C:11](=[O:12])[C:10]2[C:5](=[CH:6][CH:7]=[CH:8][CH:9]=2)[C:4](=[O:14])[C:3]=1/[CH:16]=[C:17](\[CH2:21][CH2:22][CH3:23])/[C:18]([OH:20])=[O:19]. (4) Given the reactants [Cl:1][C:2]1[C:11]2[C:6](=[CH:7][C:8]([O:14][CH3:15])=[C:9]([O:12][CH3:13])[CH:10]=2)[N:5]=[CH:4][N:3]=1.[C:16]([C:18]1[CH:33]=[CH:32][C:21]([C:22]([NH:24][C:25]2[CH:26]=[C:27]([CH:29]=[CH:30][CH:31]=2)[NH2:28])=[O:23])=[CH:20][CH:19]=1)#[N:17].Cl, predict the reaction product. The product is: [ClH:1].[C:16]([C:18]1[CH:19]=[CH:20][C:21]([C:22]([NH:24][C:25]2[CH:26]=[C:27]([CH:29]=[CH:30][CH:31]=2)[NH:28][C:2]2[C:11]3[C:6](=[CH:7][C:8]([O:14][CH3:15])=[C:9]([O:12][CH3:13])[CH:10]=3)[N:5]=[CH:4][N:3]=2)=[O:23])=[CH:32][CH:33]=1)#[N:17]. (5) Given the reactants [F:1][C:2]1[C:3]([CH3:27])=[C:4]([C:8]2[CH:17]=[C:16]3[C:11]([CH:12]=[C:13]([NH:18]C(=O)OC(C)(C)C)[N:14]=[CH:15]3)=[C:10]([CH3:26])[N:9]=2)[CH:5]=[N:6][CH:7]=1.FC(F)(F)C(O)=O, predict the reaction product. The product is: [F:1][C:2]1[C:3]([CH3:27])=[C:4]([C:8]2[CH:17]=[C:16]3[C:11]([CH:12]=[C:13]([NH2:18])[N:14]=[CH:15]3)=[C:10]([CH3:26])[N:9]=2)[CH:5]=[N:6][CH:7]=1.